This data is from Full USPTO retrosynthesis dataset with 1.9M reactions from patents (1976-2016). The task is: Predict the reactants needed to synthesize the given product. (1) Given the product [CH2:1]([O:3][C:4]([CH:6]1[O:11][CH2:10][CH2:9][N:8]([CH2:22][C:21]2[CH:24]=[CH:25][CH:26]=[C:19]([O:12][C:13]3[CH:18]=[CH:17][CH:16]=[CH:15][CH:14]=3)[CH:20]=2)[CH2:7]1)=[O:5])[CH3:2], predict the reactants needed to synthesize it. The reactants are: [CH2:1]([O:3][C:4]([CH:6]1[O:11][CH2:10][CH2:9][NH:8][CH2:7]1)=[O:5])[CH3:2].[O:12]([C:19]1[CH:20]=[C:21]([CH:24]=[CH:25][CH:26]=1)[CH:22]=O)[C:13]1[CH:18]=[CH:17][CH:16]=[CH:15][CH:14]=1.C(Cl)Cl.C(O[BH-](OC(=O)C)OC(=O)C)(=O)C.[Na+].C(=O)(O)[O-].[Na+]. (2) The reactants are: C(OC([NH:8][NH:9][C:10]([C:12]1[CH:17]=[C:16]([CH3:18])[N:15]=[C:14]([CH2:19][CH3:20])[CH:13]=1)=[O:11])=O)(C)(C)C.Cl. Given the product [CH2:19]([C:14]1[CH:13]=[C:12]([CH:17]=[C:16]([CH3:18])[N:15]=1)[C:10]([NH:9][NH2:8])=[O:11])[CH3:20], predict the reactants needed to synthesize it.